From a dataset of NCI-60 drug combinations with 297,098 pairs across 59 cell lines. Regression. Given two drug SMILES strings and cell line genomic features, predict the synergy score measuring deviation from expected non-interaction effect. (1) Cell line: SF-268. Drug 1: CCCS(=O)(=O)NC1=C(C(=C(C=C1)F)C(=O)C2=CNC3=C2C=C(C=N3)C4=CC=C(C=C4)Cl)F. Synergy scores: CSS=15.6, Synergy_ZIP=-7.62, Synergy_Bliss=-1.02, Synergy_Loewe=-37.1, Synergy_HSA=-3.50. Drug 2: C1CN(CCN1C(=O)CCBr)C(=O)CCBr. (2) Drug 1: CCCCCOC(=O)NC1=NC(=O)N(C=C1F)C2C(C(C(O2)C)O)O. Drug 2: C1C(C(OC1N2C=NC3=C2NC=NCC3O)CO)O. Cell line: KM12. Synergy scores: CSS=-15.9, Synergy_ZIP=7.89, Synergy_Bliss=6.23, Synergy_Loewe=-9.42, Synergy_HSA=-8.56.